From a dataset of NCI-60 drug combinations with 297,098 pairs across 59 cell lines. Regression. Given two drug SMILES strings and cell line genomic features, predict the synergy score measuring deviation from expected non-interaction effect. (1) Drug 1: COC1=C(C=C2C(=C1)N=CN=C2NC3=CC(=C(C=C3)F)Cl)OCCCN4CCOCC4. Drug 2: COCCOC1=C(C=C2C(=C1)C(=NC=N2)NC3=CC=CC(=C3)C#C)OCCOC.Cl. Cell line: OVCAR-8. Synergy scores: CSS=29.1, Synergy_ZIP=-8.99, Synergy_Bliss=-2.16, Synergy_Loewe=-1.87, Synergy_HSA=-0.369. (2) Synergy scores: CSS=-5.72, Synergy_ZIP=5.44, Synergy_Bliss=-0.328, Synergy_Loewe=-20.5, Synergy_HSA=-12.0. Cell line: HCC-2998. Drug 1: CC1=C(C=C(C=C1)NC2=NC=CC(=N2)N(C)C3=CC4=NN(C(=C4C=C3)C)C)S(=O)(=O)N.Cl. Drug 2: CC(C1=C(C=CC(=C1Cl)F)Cl)OC2=C(N=CC(=C2)C3=CN(N=C3)C4CCNCC4)N. (3) Drug 1: C#CCC(CC1=CN=C2C(=N1)C(=NC(=N2)N)N)C3=CC=C(C=C3)C(=O)NC(CCC(=O)O)C(=O)O. Drug 2: C1=NNC2=C1C(=O)NC=N2. Cell line: SF-268. Synergy scores: CSS=1.69, Synergy_ZIP=0.109, Synergy_Bliss=1.85, Synergy_Loewe=1.84, Synergy_HSA=-0.304. (4) Drug 1: CN(C(=O)NC(C=O)C(C(C(CO)O)O)O)N=O. Drug 2: COCCOC1=C(C=C2C(=C1)C(=NC=N2)NC3=CC=CC(=C3)C#C)OCCOC.Cl. Cell line: UO-31. Synergy scores: CSS=18.5, Synergy_ZIP=2.78, Synergy_Bliss=2.18, Synergy_Loewe=-6.24, Synergy_HSA=1.63. (5) Drug 1: CC1=C(C(CCC1)(C)C)C=CC(=CC=CC(=CC(=O)O)C)C. Drug 2: C(CN)CNCCSP(=O)(O)O. Cell line: HL-60(TB). Synergy scores: CSS=39.7, Synergy_ZIP=2.06, Synergy_Bliss=-5.70, Synergy_Loewe=-39.3, Synergy_HSA=-4.03.